From a dataset of Peptide-MHC class I binding affinity with 185,985 pairs from IEDB/IMGT. Regression. Given a peptide amino acid sequence and an MHC pseudo amino acid sequence, predict their binding affinity value. This is MHC class I binding data. The peptide sequence is FEDLRVLSF. The MHC is HLA-B44:02 with pseudo-sequence HLA-B44:02. The binding affinity (normalized) is 0.369.